Task: Regression. Given a peptide amino acid sequence and an MHC pseudo amino acid sequence, predict their binding affinity value. This is MHC class I binding data.. Dataset: Peptide-MHC class I binding affinity with 185,985 pairs from IEDB/IMGT (1) The peptide sequence is RTWFYRTEF. The MHC is HLA-A03:01 with pseudo-sequence HLA-A03:01. The binding affinity (normalized) is 0.0847. (2) The peptide sequence is NGDYSEVAL. The MHC is Mamu-B52 with pseudo-sequence Mamu-B52. The binding affinity (normalized) is 0.175. (3) The peptide sequence is YKDANISMY. The MHC is HLA-B15:17 with pseudo-sequence HLA-B15:17. The binding affinity (normalized) is 0.0847. (4) The peptide sequence is TADDITMGY. The MHC is HLA-A30:02 with pseudo-sequence HLA-A30:02. The binding affinity (normalized) is 0.149. (5) The peptide sequence is MFTNRSGSQ. The MHC is HLA-A29:02 with pseudo-sequence HLA-A29:02. The binding affinity (normalized) is 0.